Dataset: Reaction yield outcomes from USPTO patents with 853,638 reactions. Task: Predict the reaction yield, written as a fraction of the theoretical maximum amount of product (1.0 means a 100% yield; for example, 0.34 means a 34% yield). (1) The reactants are C([Li])CCC.[C:6]1([C:12]2[N:13]=[CH:14][S:15][CH:16]=2)[CH:11]=[CH:10][CH:9]=[CH:8][CH:7]=1.[Cl:17][C:18]1[CH:19]=[C:20]([N:33]2[C:38](=[O:39])[NH:37][C:36](=[O:40])[CH:35]=[N:34]2)[CH:21]=[CH:22][C:23]=1[C:24](=[O:32])[C:25]1[CH:30]=[CH:29][C:28]([Cl:31])=[CH:27][CH:26]=1.Cl. The catalyst is C(OCC)C.C1COCC1. The product is [Cl:17][C:18]1[CH:19]=[C:20]([N:33]2[C:38](=[O:39])[NH:37][C:36](=[O:40])[CH:35]=[N:34]2)[CH:21]=[CH:22][C:23]=1[C:24]([C:25]1[CH:26]=[CH:27][C:28]([Cl:31])=[CH:29][CH:30]=1)([OH:32])[C:14]1[S:15][CH:16]=[C:12]([C:6]2[CH:7]=[CH:8][CH:9]=[CH:10][CH:11]=2)[N:13]=1. The yield is 0.110. (2) The reactants are Br[C:2]1[C:7]([C:8]([O:10][CH3:11])=[O:9])=[C:6]([N+:12]([O-:14])=[O:13])[C:5]([N+:15]([O-:17])=[O:16])=[CH:4][CH:3]=1.[CH2:18]([Sn](CCCC)(CCCC)C=C)[CH2:19]CC. The catalyst is O1CCOCC1.C1C=CC([P]([Pd]([P](C2C=CC=CC=2)(C2C=CC=CC=2)C2C=CC=CC=2)([P](C2C=CC=CC=2)(C2C=CC=CC=2)C2C=CC=CC=2)[P](C2C=CC=CC=2)(C2C=CC=CC=2)C2C=CC=CC=2)(C2C=CC=CC=2)C2C=CC=CC=2)=CC=1. The product is [CH:18]([C:2]1[C:7]([C:8]([O:10][CH3:11])=[O:9])=[C:6]([N+:12]([O-:14])=[O:13])[C:5]([N+:15]([O-:17])=[O:16])=[CH:4][CH:3]=1)=[CH2:19]. The yield is 0.440. (3) The reactants are [F:1][C:2]([F:44])([F:43])[C:3]1[CH:4]=[C:5]([CH:13]2[O:17][C:16](=[O:18])[N:15]([CH2:19][C:20]3[CH:25]=[C:24]([C:26]([F:29])([F:28])[F:27])[CH:23]=[CH:22][C:21]=3[C:30]3[CH:35]=[C:34]([CH:36]([CH3:38])[CH3:37])[C:33]([F:39])=[CH:32][C:31]=3[O:40]C)[CH:14]2[CH3:42])[CH:6]=[C:7]([C:9]([F:12])([F:11])[F:10])[CH:8]=1.B(Br)(Br)Br. The catalyst is C(Cl)Cl. The product is [F:44][C:2]([F:1])([F:43])[C:3]1[CH:4]=[C:5]([C@H:13]2[O:17][C:16](=[O:18])[N:15]([CH2:19][C:20]3[CH:25]=[C:24]([C:26]([F:28])([F:29])[F:27])[CH:23]=[CH:22][C:21]=3[C:30]3[CH:35]=[C:34]([CH:36]([CH3:38])[CH3:37])[C:33]([F:39])=[CH:32][C:31]=3[OH:40])[C@H:14]2[CH3:42])[CH:6]=[C:7]([C:9]([F:12])([F:11])[F:10])[CH:8]=1. The yield is 0.600.